From a dataset of Forward reaction prediction with 1.9M reactions from USPTO patents (1976-2016). Predict the product of the given reaction. (1) Given the reactants [Br:1][C:2]1[CH:3]=[C:4]([C:8](=[O:14])[CH2:9][O:10]C(=O)C)[CH:5]=[CH:6][CH:7]=1.Cl, predict the reaction product. The product is: [Br:1][C:2]1[CH:3]=[C:4]([C:8](=[O:14])[CH2:9][OH:10])[CH:5]=[CH:6][CH:7]=1. (2) Given the reactants [C:1]([C:4]1[C:22](=[O:23])[C@@:8]2([CH3:24])[C:9]3[C:15]([OH:16])=[CH:14][C:13]([O:17][CH3:18])=[C:12]([C:19]([NH2:21])=[O:20])[C:10]=3[O:11][C:7]2=[CH:6][C:5]=1[OH:25])(=[O:3])[CH3:2].[F:26][C:27]1[C:36]([F:37])=[C:35]([F:38])[CH:34]=[C:33]2[C:28]=1[CH:29]=[CH:30][C:31]([CH3:41])=[C:32]2[CH:39]=O.C([SiH](CC)CC)C.FC(F)(F)C(O)=O, predict the reaction product. The product is: [C:1]([C:4]1[C:22](=[O:23])[C@@:8]2([CH3:24])[C:9]3[C:15]([OH:16])=[CH:14][C:13]([O:17][CH3:18])=[C:12]([C:19]([NH:21][CH2:39][C:32]4[C:33]5[C:28](=[C:27]([F:26])[C:36]([F:37])=[C:35]([F:38])[CH:34]=5)[CH:29]=[CH:30][C:31]=4[CH3:41])=[O:20])[C:10]=3[O:11][C:7]2=[CH:6][C:5]=1[OH:25])(=[O:3])[CH3:2]. (3) Given the reactants Cl[CH2:2][C:3]1[CH:8]=[CH:7][CH:6]=[C:5]([O:9][CH3:10])[C:4]=1[CH2:11][C:12]1[CH:17]=[CH:16][CH:15]=[CH:14][CH:13]=1.C(N(CCCC)CCCC)CCC.[C:31]([O:35][CH2:36][CH3:37])(=[O:34])[CH:32]=[CH2:33], predict the reaction product. The product is: [CH3:10][O:9][C:5]1[C:4]([CH2:11][C:12]2[CH:17]=[CH:16][CH:15]=[CH:14][CH:13]=2)=[C:3]([CH2:2]/[CH:33]=[CH:32]/[C:31]([O:35][CH2:36][CH3:37])=[O:34])[CH:8]=[CH:7][CH:6]=1. (4) Given the reactants [H-].[H-].[H-].[H-].[Li+].[Al+3].[Br:7][C:8]1[C:16]([CH3:17])=[CH:15][C:11]([C:12](O)=[O:13])=[CH:10][CH:9]=1.O, predict the reaction product. The product is: [Br:7][C:8]1[C:16]([CH3:17])=[CH:15][C:11]([CH2:12][OH:13])=[CH:10][CH:9]=1. (5) Given the reactants [H-].[Na+].[Br-].[CH3:4][S+](C)(C)=O.[C:9]([O:13][C:14]([NH:16][CH2:17][C:18]1[C:19]([CH2:42][CH2:43][CH3:44])=[N:20][C:21]2[C:26]([C:27]=1[C:28]1[CH:33]=[CH:32][C:31]([CH3:34])=[CH:30][CH:29]=1)=[CH:25][C:24](/[CH:35]=[CH:36]/[C:37]([O:39][CH2:40][CH3:41])=[O:38])=[CH:23][CH:22]=2)=[O:15])([CH3:12])([CH3:11])[CH3:10].[Cl-].[NH4+], predict the reaction product. The product is: [C:9]([O:13][C:14]([NH:16][CH2:17][C:18]1[C:19]([CH2:42][CH2:43][CH3:44])=[N:20][C:21]2[C:26]([C:27]=1[C:28]1[CH:29]=[CH:30][C:31]([CH3:34])=[CH:32][CH:33]=1)=[CH:25][C:24]([CH:35]1[CH2:4][CH:36]1[C:37]([O:39][CH2:40][CH3:41])=[O:38])=[CH:23][CH:22]=2)=[O:15])([CH3:12])([CH3:11])[CH3:10].